From a dataset of Peptide-MHC class II binding affinity with 134,281 pairs from IEDB. Regression. Given a peptide amino acid sequence and an MHC pseudo amino acid sequence, predict their binding affinity value. This is MHC class II binding data. (1) The peptide sequence is AAFSRMLSLFFRQHI. The MHC is DRB1_0901 with pseudo-sequence DRB1_0901. The binding affinity (normalized) is 0.456. (2) The peptide sequence is YDKFLANVSCVLTGK. The MHC is DRB1_1101 with pseudo-sequence DRB1_1101. The binding affinity (normalized) is 0.630.